This data is from NCI-60 drug combinations with 297,098 pairs across 59 cell lines. The task is: Regression. Given two drug SMILES strings and cell line genomic features, predict the synergy score measuring deviation from expected non-interaction effect. (1) Drug 1: C1CN(P(=O)(OC1)NCCCl)CCCl. Drug 2: N.N.Cl[Pt+2]Cl. Cell line: RXF 393. Synergy scores: CSS=11.7, Synergy_ZIP=-0.625, Synergy_Bliss=-4.32, Synergy_Loewe=-50.6, Synergy_HSA=-7.94. (2) Drug 1: CC=C1C(=O)NC(C(=O)OC2CC(=O)NC(C(=O)NC(CSSCCC=C2)C(=O)N1)C(C)C)C(C)C. Drug 2: CCC1=C2CN3C(=CC4=C(C3=O)COC(=O)C4(CC)O)C2=NC5=C1C=C(C=C5)O. Cell line: SF-268. Synergy scores: CSS=73.2, Synergy_ZIP=2.92, Synergy_Bliss=2.64, Synergy_Loewe=2.39, Synergy_HSA=5.99. (3) Drug 1: C1C(C(OC1N2C=C(C(=O)NC2=O)F)CO)O. Drug 2: CC1=C(C=C(C=C1)NC(=O)C2=CC=C(C=C2)CN3CCN(CC3)C)NC4=NC=CC(=N4)C5=CN=CC=C5. Cell line: M14. Synergy scores: CSS=-4.16, Synergy_ZIP=0.834, Synergy_Bliss=-0.732, Synergy_Loewe=-52.4, Synergy_HSA=-7.96. (4) Drug 1: CCCS(=O)(=O)NC1=C(C(=C(C=C1)F)C(=O)C2=CNC3=C2C=C(C=N3)C4=CC=C(C=C4)Cl)F. Drug 2: CCCS(=O)(=O)NC1=C(C(=C(C=C1)F)C(=O)C2=CNC3=C2C=C(C=N3)C4=CC=C(C=C4)Cl)F. Cell line: MALME-3M. Synergy scores: CSS=71.8, Synergy_ZIP=0.401, Synergy_Bliss=-0.783, Synergy_Loewe=0.872, Synergy_HSA=4.41.